Dataset: Full USPTO retrosynthesis dataset with 1.9M reactions from patents (1976-2016). Task: Predict the reactants needed to synthesize the given product. (1) Given the product [F:1][C:2]([F:7])([F:6])[C:3]([OH:5])=[O:4].[F:1][C:2]([F:7])([F:6])[C:3]([OH:5])=[O:4].[Cl:15][C:16]1[CH:44]=[CH:43][C:19]([CH2:20][N:21]2[CH2:26][CH2:25][CH:24]([NH:27][CH2:28][CH2:29][CH2:30][O:31][C:32]3[CH:37]=[C:36]([F:8])[CH:35]=[CH:34][C:33]=3[CH2:38][CH2:2][C:3]([OH:5])=[O:4])[CH2:23][CH2:22]2)=[CH:18][CH:17]=1, predict the reactants needed to synthesize it. The reactants are: [F:1][C:2]([F:7])([F:6])[C:3]([OH:5])=[O:4].[F:8]C(F)(F)C(O)=O.[Cl:15][C:16]1[CH:44]=[CH:43][C:19]([CH2:20][N:21]2[CH2:26][CH2:25][CH:24]([NH:27][CH2:28][CH2:29][CH2:30][O:31][C:32]3[CH:37]=[CH:36][CH:35]=[CH:34][C:33]=3[CH2:38]CC(O)=O)[CH2:23][CH2:22]2)=[CH:18][CH:17]=1.FC(F)(F)C(O)=O.FC(F)(F)C(O)=O.ClC1C=CC(CN2CCC(NC[C@@](O)(C)COC3C=C(F)C=CC=3CCC(O)=O)CC2)=CC=1.C1C=CC(P(C2C=CC=CC=2)C2C=CC=CC=2)=CC=1.CCOC(/N=N/C(OCC)=O)=O. (2) Given the product [F:16][C:10]([F:17])([C:2]1[CH:7]=[CH:6][C:5]([CH3:8])=[CH:4][CH:3]=1)[C:11]([O:13][CH2:14][CH3:15])=[O:12], predict the reactants needed to synthesize it. The reactants are: I[C:2]1[CH:7]=[CH:6][C:5]([CH3:8])=[CH:4][CH:3]=1.Br[C:10]([F:17])([F:16])[C:11]([O:13][CH2:14][CH3:15])=[O:12].C(OC(C)C)(=O)C. (3) Given the product [CH2:36]1[N:35]([C:16]([C:14]2[S:15][C:11]([C:3]3[C:2]([CH3:1])=[C:6]([C:7]([F:8])([F:9])[F:10])[O:5][N:4]=3)=[CH:12][CH:13]=2)=[O:18])[CH2:34][CH2:33][N:32]2[CH2:40][CH2:39][CH2:38][C@@H:37]12, predict the reactants needed to synthesize it. The reactants are: [CH3:1][C:2]1[C:3]([C:11]2[S:15][C:14]([C:16]([OH:18])=O)=[CH:13][CH:12]=2)=[N:4][O:5][C:6]=1[C:7]([F:10])([F:9])[F:8].NC1C=CN=CC=1Cl.C1COCC1.[N:32]12[CH2:40][CH2:39][CH2:38][C@H:37]1[CH2:36][NH:35][CH2:34][CH2:33]2. (4) The reactants are: [CH2:1]([C@H:9]1[CH2:14][CH2:13][CH2:12][NH:11][CH2:10]1)[CH2:2][C:3]1[CH:8]=[CH:7][CH:6]=[CH:5][CH:4]=1.Br[CH2:16][C:17]([C:19]1[CH:24]=[CH:23][C:22]([Cl:25])=[CH:21][CH:20]=1)=[O:18].C([O-])([O-])=O.[K+].[K+]. Given the product [Cl:25][C:22]1[CH:23]=[CH:24][C:19]([C:17](=[O:18])[CH2:16][N:11]2[CH2:12][CH2:13][CH2:14][C@H:9]([CH2:1][CH2:2][C:3]3[CH:8]=[CH:7][CH:6]=[CH:5][CH:4]=3)[CH2:10]2)=[CH:20][CH:21]=1, predict the reactants needed to synthesize it. (5) Given the product [C:18]([O:22][C:23](=[O:31])[NH:24][CH:25]1[CH2:30][CH2:29][N:28]([C:2]2[C:11]3[C:6](=[CH:7][N:8]=[CH:9][CH:10]=3)[CH:5]=[C:4]([C:12]3[CH:17]=[CH:16][N:15]=[CH:14][CH:13]=3)[N:3]=2)[CH2:27][CH2:26]1)([CH3:21])([CH3:19])[CH3:20], predict the reactants needed to synthesize it. The reactants are: Cl[C:2]1[C:11]2[C:6](=[CH:7][N:8]=[CH:9][CH:10]=2)[CH:5]=[C:4]([C:12]2[CH:17]=[CH:16][N:15]=[CH:14][CH:13]=2)[N:3]=1.[C:18]([O:22][C:23](=[O:31])[NH:24][CH:25]1[CH2:30][CH2:29][NH:28][CH2:27][CH2:26]1)([CH3:21])([CH3:20])[CH3:19].C([O-])([O-])=O.[K+].[K+].CCN(C(C)C)C(C)C.